This data is from NCI-60 drug combinations with 297,098 pairs across 59 cell lines. The task is: Regression. Given two drug SMILES strings and cell line genomic features, predict the synergy score measuring deviation from expected non-interaction effect. (1) Drug 1: C1=CC(=CC=C1CCCC(=O)O)N(CCCl)CCCl. Drug 2: C1=NC2=C(N1)C(=S)N=CN2. Cell line: SN12C. Synergy scores: CSS=14.9, Synergy_ZIP=-10.6, Synergy_Bliss=-14.0, Synergy_Loewe=-15.8, Synergy_HSA=-11.8. (2) Drug 1: C1=CC(=CC=C1CCCC(=O)O)N(CCCl)CCCl. Drug 2: N.N.Cl[Pt+2]Cl. Cell line: ACHN. Synergy scores: CSS=41.8, Synergy_ZIP=-2.78, Synergy_Bliss=-4.27, Synergy_Loewe=-5.27, Synergy_HSA=-3.63.